This data is from Peptide-MHC class II binding affinity with 134,281 pairs from IEDB. The task is: Regression. Given a peptide amino acid sequence and an MHC pseudo amino acid sequence, predict their binding affinity value. This is MHC class II binding data. (1) The peptide sequence is LGRFKHTDACCRTHDMCP. The MHC is DRB1_0301 with pseudo-sequence DRB1_0301. The binding affinity (normalized) is 0.0718. (2) The peptide sequence is YGIFQSTFLGASQRG. The MHC is HLA-DQA10201-DQB10301 with pseudo-sequence HLA-DQA10201-DQB10301. The binding affinity (normalized) is 0.834. (3) The peptide sequence is AFKVAATAANAAPAS. The MHC is DRB1_0401 with pseudo-sequence DRB1_0401. The binding affinity (normalized) is 0.188. (4) The peptide sequence is GWDLNAASAYCSTWD. The MHC is DRB1_0901 with pseudo-sequence DRB1_0901. The binding affinity (normalized) is 0.361. (5) The peptide sequence is SKFSNRRYLCTVTTK. The MHC is H-2-IAb with pseudo-sequence H-2-IAb. The binding affinity (normalized) is 0.116. (6) The peptide sequence is IMRIKKLTITGKGTL. The MHC is HLA-DQA10301-DQB10302 with pseudo-sequence HLA-DQA10301-DQB10302. The binding affinity (normalized) is 0.